The task is: Binary Classification. Given a miRNA mature sequence and a target amino acid sequence, predict their likelihood of interaction.. This data is from Experimentally validated miRNA-target interactions with 360,000+ pairs, plus equal number of negative samples. (1) The miRNA is mmu-miR-344d-3p with sequence GAUAUAACCACUGCCAGACUGA. The protein sequence of the target gene is MWNALQDRDSAEVLGHRQRWLRVGTLVLALTGTFLIGFLFGWFIKPSNEATGNVSHSGMKKEFLHELKAENIKKFLYNFTRTPHLAGTQNNFELAKQIHDQWKEFGLDLVELSHYDVLLSYPNKTHPNYISIINEDGNEIFKTSLSEQPPPGYENISDVVPPYSAFSPQGTPEGDLVYVNYARTEDFFKLEREMKISCSGKIVIARYGKVFRGNMVKNAQLAGAKGMILYSDPADYFVPAVKSYPDGWNLPGGGVQRGNVLNLNGAGDPLTPGYPANEHAYRHELTNAVGLPSIPVHPIG.... Result: 1 (interaction). (2) The protein sequence of the target gene is MAPAMQPAEIQFAQRLASSEKGIRDRAVKKLRQYISVKTQRETGGFSQEELLKIWKGLFYCMWVQDEPLLQEELANTIAQLVHAVNNSAAQHLFIQTFWQTMNREWKGIDRLRLDKYYMLIRLVLRQSFEVLKRNGWEESRIKVFLDVLMKEVLCPESQSPNGVRFHFIDIYLDELSKVGGKELLADQNLKFIDPFCKIAAKTKDHTLVQTIARGVFEAIVDQSPFVPEETMEEQKTKVGDGDLSAEEIPENEVSLRRAVSKKKTALGKNHSRKDGLSDERGRDDCGTFEDTGPLLQFDY.... The miRNA is hsa-miR-511-5p with sequence GUGUCUUUUGCUCUGCAGUCA. Result: 0 (no interaction). (3) The miRNA is hsa-miR-149-5p with sequence UCUGGCUCCGUGUCUUCACUCCC. The protein sequence of the target gene is MSGPTWLPPKQPEPARAPQGRAIPRGTPGPPPAHGAALQPHPRVNFCPLPSEQCYQAPGGPEDRGPAWVGSHGVLQHTQGLPADRGGLRPGSLDAEIDLLSSTLAELNGGRGHASRRPDRQAYEPPPPPAYRTGSLKPNPASPLPASPYGGPTPASYTTASTPAGPAFPVQVKVAQPVRGCGPPRRGASQASGPLPGPHFPLPGRGEVWGPGYRSQREPGPGAKEEAAGVSGPAGRGRGGEHGPQVPLSQPPEDELDRLTKKLVHDMNHPPSGEYFGQCGGCGEDVVGDGAGVVALDRVF.... Result: 1 (interaction). (4) The protein sequence of the target gene is MEAVPRMPMIWLDLKEAGDFHFQPAVKKFVLKNYGENPEAYNEELKKLELLRQNAVRVPRDFEGCSVLRKYLGQLHYLQSRVPMGSGQEAAVPVTWTEIFSGKSVAHEDIKYEQACILYNLGALHSMLGAMDKRVSEEGMKVSCTHFQCAAGAFAYLREHFPQAYSVDMSRQILTLNVNLMLGQAQECLLEKSMLDNRKSFLVARISAQVVDYYKEACRALENPDTASLLGRIQKDWKKLVQMKIYYFAAVAHLHMGKQAEEQQKFGERVAYFQSALDKLNEAIKLAKGQPDTVQDALRF.... Result: 0 (no interaction). The miRNA is cel-miR-1824-5p with sequence UGGCAGUGUUUCUCCCCCAACUU. (5) The miRNA is hsa-miR-6766-5p with sequence CGGGUGGGAGCAGAUCUUAUUGAG. The protein sequence of the target gene is MGQKVTGGIKTVDMRDPTYRPLKQELQGLDYCKPTRLDLLLDMPPVSYDVQLLHSWNNNDRSLNVFVKEDDKLIFHRHPVAQSTDAIRGKVGYTRGLHVWQITWAMRQRGTHAVVGVATADAPLHSVGYTTLVGNNHESWGWDLGRNRLYHDGKNQPSKTYPAFLEPDETFIVPDSFLVALDMDDGTLSFIVDGQYMGVAFRGLKGKKLYPVVSAVWGHCEIRMRYLNGLDPEPLPLMDLCRRSVRLALGRERLGEIHTLPLPASLKAYLLYQ. Result: 1 (interaction). (6) The miRNA is hsa-miR-92a-3p with sequence UAUUGCACUUGUCCCGGCCUGU. The protein sequence of the target gene is MLSCLKEEMPPQELTRRLATVITHVDEIMQQEVRPLMAVEIIEQLHRQFAILSGGRGEDGAPIITFPEFSGFKHIPDEDFLNVMTYLTSIPSVEAASIGFIVVIDRRRDKWSSVKASLTRIAVAFPGNLQLIFILRPSRFIQRTFTDIGIKYYRNEFKTKVPIIMVNSVSDLHGYIDKSQLTRELGGTLEYRHGQWVNHRTAIENFALTLKTTAQMLQTFGSCLATAELPRSMLSTEDLLMSHTRQRDKLQDELKLLGKQGTTLLSCIQEPATKCPNSKLNLNQLENVTTMERLLVQLDE.... Result: 1 (interaction). (7) The miRNA is hsa-miR-3195 with sequence CGCGCCGGGCCCGGGUU. The protein sequence of the target gene is MEPATTLPPGPRPALPLGGPGPLGEFLPPPECPVFEPSWEEFADPFAFIHKIRPIAEQTGICKVRPPPDWQPPFACDVDKLHFTPRIQRLNELEAQTRVKLNFLDQIAKYWELQGSTLKIPHVERKILDLFQLNKLVAEEGGFAVVCKDRKWTKIATKMGFAPGKAVGSHIRGHYERILNPYNLFLSGDSLRCLQKPNLTSDTKDKEYKPHDIPQRQSVQPAETCPPARRAKRMRAEAMNIKIEPEEATEARTHNLRRRMGCTTPKWENEKEMKSTIKQEPTEKKDCELESEKEKPKSRA.... Result: 0 (no interaction).